This data is from Peptide-MHC class I binding affinity with 185,985 pairs from IEDB/IMGT. The task is: Regression. Given a peptide amino acid sequence and an MHC pseudo amino acid sequence, predict their binding affinity value. This is MHC class I binding data. (1) The peptide sequence is KLIQIEKVL. The MHC is HLA-A02:06 with pseudo-sequence HLA-A02:06. The binding affinity (normalized) is 0.355. (2) The peptide sequence is VILYFMYRK. The MHC is HLA-B46:01 with pseudo-sequence HLA-B46:01. The binding affinity (normalized) is 0.0847. (3) The peptide sequence is KEALAPVPIPF. The MHC is Mamu-B17 with pseudo-sequence Mamu-B17. The binding affinity (normalized) is 0. (4) The peptide sequence is SVTRLENLM. The MHC is Mamu-A02 with pseudo-sequence Mamu-A02. The binding affinity (normalized) is 0.613. (5) The peptide sequence is KRYTTGGTSR. The MHC is Mamu-B03 with pseudo-sequence Mamu-B03. The binding affinity (normalized) is 0.630. (6) The peptide sequence is GEPKTVKVL. The MHC is HLA-B44:03 with pseudo-sequence HLA-B44:03. The binding affinity (normalized) is 0. (7) The peptide sequence is SIIQEKLGY. The MHC is HLA-B57:01 with pseudo-sequence HLA-B57:01. The binding affinity (normalized) is 0.0847. (8) The peptide sequence is SSLAKHGEY. The MHC is HLA-A02:03 with pseudo-sequence HLA-A02:03. The binding affinity (normalized) is 0.0975. (9) The peptide sequence is KVIQPRVEK. The MHC is HLA-A26:01 with pseudo-sequence HLA-A26:01. The binding affinity (normalized) is 0.0847. (10) The peptide sequence is LNWFEIWIV. The MHC is HLA-A23:01 with pseudo-sequence HLA-A23:01. The binding affinity (normalized) is 0.0847.